This data is from Catalyst prediction with 721,799 reactions and 888 catalyst types from USPTO. The task is: Predict which catalyst facilitates the given reaction. (1) Reactant: [Cl:1][C:2]1[CH:3]=[C:4]([CH:12]([CH2:16][CH:17]2[CH2:21][CH2:20][CH2:19][CH2:18]2)[C:13]([OH:15])=O)[CH:5]=[CH:6][C:7]=1[S:8]([CH3:11])(=[O:10])=[O:9].[CH2:22]([C@@H:29]1[CH2:33][O:32][C:31](=[O:34])[NH:30]1)[C:23]1[CH:28]=[CH:27][CH:26]=[CH:25][CH:24]=1.C(N(CC)CC)C.CC(C)(C)C(Cl)=O. Product: [CH2:22]([C@@H:29]1[CH2:33][O:32][C:31](=[O:34])[N:30]1[C:13](=[O:15])[C@H:12]([C:4]1[CH:5]=[CH:6][C:7]([S:8]([CH3:11])(=[O:9])=[O:10])=[C:2]([Cl:1])[CH:3]=1)[CH2:16][CH:17]1[CH2:21][CH2:20][CH2:19][CH2:18]1)[C:23]1[CH:24]=[CH:25][CH:26]=[CH:27][CH:28]=1. The catalyst class is: 11. (2) Reactant: [Br:1][C:2]1[N:7]=[C:6]([CH2:8][N:9]2[CH2:14][CH2:13][O:12][CH2:11][CH2:10]2)[CH:5]=[CH:4][CH:3]=1.[Li+].CC([N-]C(C)C)C.N1([CH2:32][OH:33])C2C=CC=CC=2N=N1.[Cl-].[NH4+]. Product: [Br:1][C:2]1[N:7]=[C:6]([CH:8]([N:9]2[CH2:10][CH2:11][O:12][CH2:13][CH2:14]2)[CH2:32][OH:33])[CH:5]=[CH:4][CH:3]=1. The catalyst class is: 7.